From a dataset of Peptide-MHC class II binding affinity with 134,281 pairs from IEDB. Regression. Given a peptide amino acid sequence and an MHC pseudo amino acid sequence, predict their binding affinity value. This is MHC class II binding data. The peptide sequence is AQTTANPSCPEGT. The MHC is DRB5_0101 with pseudo-sequence DRB5_0101. The binding affinity (normalized) is 0.